This data is from Full USPTO retrosynthesis dataset with 1.9M reactions from patents (1976-2016). The task is: Predict the reactants needed to synthesize the given product. (1) The reactants are: [Cl:1][C:2]1[C:3](=[O:28])[N:4]([CH2:18][C:19]2[CH:20]=[C:21]3[C:25](=[CH:26][CH:27]=2)[NH:24][CH:23]=[CH:22]3)[CH:5]=[CH:6][C:7]=1[O:8][CH2:9][C:10]1[CH:15]=[CH:14][C:13]([F:16])=[CH:12][C:11]=1[F:17].[CH3:29]N(C=O)C.[H-].[Na+].S(OC)(OC)(=O)=O. Given the product [Cl:1][C:2]1[C:3](=[O:28])[N:4]([CH2:18][C:19]2[CH:20]=[C:21]3[C:25](=[CH:26][CH:27]=2)[N:24]([CH3:29])[CH:23]=[CH:22]3)[CH:5]=[CH:6][C:7]=1[O:8][CH2:9][C:10]1[CH:15]=[CH:14][C:13]([F:16])=[CH:12][C:11]=1[F:17], predict the reactants needed to synthesize it. (2) Given the product [CH3:4][C:2]([O:5][C:6]([N:8]([CH3:23])[C@H:9]([C:19]([OH:21])=[O:20])[CH2:10][C:11]1[CH:12]=[CH:13][C:14]([O:17][CH3:18])=[CH:15][CH:16]=1)=[O:7])([CH3:1])[CH3:3], predict the reactants needed to synthesize it. The reactants are: [CH3:1][C:2]([O:5][C:6]([N:8]([CH3:23])[C@H:9]([C:19]([O:21]C)=[O:20])[CH2:10][C:11]1[CH:16]=[CH:15][C:14]([O:17][CH3:18])=[CH:13][CH:12]=1)=[O:7])([CH3:4])[CH3:3].[OH-].[Na+]. (3) Given the product [CH:26]([N:14]1[CH2:15][CH2:16][CH:11]([CH2:10][O:9][C:8]2[CH:17]=[C:4]([N+:1]([O-:3])=[O:2])[CH:5]=[CH:6][C:7]=2[C:18]([F:24])([F:23])[C:19]([F:20])([F:21])[F:22])[CH2:12][CH2:13]1)([CH3:28])[CH3:25], predict the reactants needed to synthesize it. The reactants are: [N+:1]([C:4]1[CH:5]=[CH:6][C:7]([C:18]([F:24])([F:23])[C:19]([F:22])([F:21])[F:20])=[C:8]([CH:17]=1)[O:9][CH2:10][CH:11]1[CH2:16][CH2:15][NH:14][CH2:13][CH2:12]1)([O-:3])=[O:2].[CH3:25][C:26]([CH3:28])=O.[BH-](OC(C)=O)(OC(C)=O)OC(C)=O.[Na+].C(O)(=O)C.